From a dataset of Full USPTO retrosynthesis dataset with 1.9M reactions from patents (1976-2016). Predict the reactants needed to synthesize the given product. (1) Given the product [CH2:15]([N:19]1[C:23]([C:24]2[CH:25]=[CH:26][N:27]=[CH:28][CH:29]=2)=[C:22]([C:30]2[O:1][N:2]=[C:3]([C:5]3[CH:10]=[CH:9][CH:8]=[C:7]([C:11]([F:13])([F:12])[F:14])[CH:6]=3)[N:4]=2)[CH:21]=[N:20]1)[CH:16]([CH3:18])[CH3:17], predict the reactants needed to synthesize it. The reactants are: [OH:1][N:2]=[C:3]([C:5]1[CH:10]=[CH:9][CH:8]=[C:7]([C:11]([F:14])([F:13])[F:12])[CH:6]=1)[NH2:4].[CH2:15]([N:19]1[C:23]([C:24]2[CH:29]=[CH:28][N:27]=[CH:26][CH:25]=2)=[C:22]([C:30](OCC)=O)[CH:21]=[N:20]1)[CH:16]([CH3:18])[CH3:17]. (2) Given the product [CH2:1]([S:3][C:4]1[CH:9]=[CH:8][C:7]([N+:10]([O-:12])=[O:11])=[CH:6][C:5]=1[C@H:13]1[C@H:17]([C:18]([O:20][CH2:21][CH3:22])=[O:19])[CH2:16][CH2:15][N:14]1[C:30]([O:32][C:33]([CH3:36])([CH3:35])[CH3:34])=[O:31])[CH3:2], predict the reactants needed to synthesize it. The reactants are: [CH2:1]([S:3][C:4]1[CH:9]=[CH:8][C:7]([N+:10]([O-:12])=[O:11])=[CH:6][C:5]=1[CH:13]1[CH:17]([C:18]([O:20][CH2:21][CH3:22])=[O:19])[CH2:16][CH2:15][NH:14]1)[CH3:2].CCN(CC)CC.[C:30](O[C:30]([O:32][C:33]([CH3:36])([CH3:35])[CH3:34])=[O:31])([O:32][C:33]([CH3:36])([CH3:35])[CH3:34])=[O:31]. (3) Given the product [C:25]([C:29]1[CH:38]=[C:37]2[C:32]([C:33](=[O:55])[N:34]([C:39]3[CH:44]=[CH:43][CH:42]=[C:41]([C:2]4[CH:3]=[C:4]([NH:10][C:11]5[CH:16]=[CH:15][C:14]([C:17]([N:19]6[CH2:24][CH2:23][O:22][CH2:21][CH2:20]6)=[O:18])=[CH:13][N:12]=5)[C:5](=[O:9])[N:6]([CH3:8])[N:7]=4)[C:40]=3[CH3:54])[CH:35]=[N:36]2)=[CH:31][CH:30]=1)([CH3:28])([CH3:27])[CH3:26], predict the reactants needed to synthesize it. The reactants are: Cl[C:2]1[CH:3]=[C:4]([NH:10][C:11]2[CH:16]=[CH:15][C:14]([C:17]([N:19]3[CH2:24][CH2:23][O:22][CH2:21][CH2:20]3)=[O:18])=[CH:13][N:12]=2)[C:5](=[O:9])[N:6]([CH3:8])[N:7]=1.[C:25]([C:29]1[CH:38]=[C:37]2[C:32]([C:33](=[O:55])[N:34]([C:39]3[CH:44]=[CH:43][CH:42]=[C:41](B4OC(C)(C)C(C)(C)O4)[C:40]=3[CH3:54])[CH:35]=[N:36]2)=[CH:31][CH:30]=1)([CH3:28])([CH3:27])[CH3:26].C(=O)([O-])[O-].[Na+].[Na+]. (4) Given the product [F:15][C:14]1[CH:13]=[CH:12][C:4]([O:5][CH2:6][C@@H:7]2[CH2:11][CH2:10][CH2:9][O:8]2)=[CH:3][C:2]=1[B:16]1[O:20][C:19]([CH3:22])([CH3:21])[C:18]([CH3:24])([CH3:23])[O:17]1, predict the reactants needed to synthesize it. The reactants are: Br[C:2]1[CH:3]=[C:4]([CH:12]=[CH:13][C:14]=1[F:15])[O:5][CH2:6][C@@H:7]1[CH2:11][CH2:10][CH2:9][O:8]1.[B:16]1([B:16]2[O:20][C:19]([CH3:22])([CH3:21])[C:18]([CH3:24])([CH3:23])[O:17]2)[O:20][C:19]([CH3:22])([CH3:21])[C:18]([CH3:24])([CH3:23])[O:17]1.C([O-])(=O)C.[K+].